From a dataset of Reaction yield outcomes from USPTO patents with 853,638 reactions. Predict the reaction yield, written as a fraction of the theoretical maximum amount of product (1.0 means a 100% yield; for example, 0.34 means a 34% yield). (1) The reactants are [Cl:1][C:2]1[N:7]=[C:6]([Cl:8])[CH:5]=[C:4](Cl)[N:3]=1.[NH:10]1[C:18]2[C:13](=[CH:14][C:15]([NH2:19])=[CH:16][CH:17]=2)[CH:12]=[N:11]1. The catalyst is CCO. The product is [Cl:1][C:2]1[N:3]=[C:4]([NH:19][C:15]2[CH:14]=[C:13]3[C:18](=[CH:17][CH:16]=2)[NH:10][N:11]=[CH:12]3)[CH:5]=[C:6]([Cl:8])[N:7]=1. The yield is 0.500. (2) The reactants are CC1(C)COB([C:8]2[CH:29]=[CH:28][C:11]3[C:12]4[N:16]([CH2:17][CH2:18][O:19][C:10]=3[CH:9]=2)[CH:15]=[C:14]([C:20]2[N:21]([CH:25]([CH3:27])[CH3:26])[N:22]=[CH:23][N:24]=2)[N:13]=4)OC1.C(Cl)Cl.C(=O)([O-])[O-].[Cs+].[Cs+].[C:40]([O:44][C:45]([N:47]1[CH:52]2[CH2:53][CH2:54][CH:48]1[CH:49]=[C:50](OS(C(F)(F)F)(=O)=O)[CH2:51]2)=[O:46])([CH3:43])([CH3:42])[CH3:41]. The catalyst is COCCOC.O. The product is [C:40]([O:44][C:45]([N:47]1[CH:52]2[CH2:53][CH2:54][CH:48]1[CH:49]=[C:50]([C:8]1[CH:29]=[CH:28][C:11]3[C:12]4[N:16]([CH2:17][CH2:18][O:19][C:10]=3[CH:9]=1)[CH:15]=[C:14]([C:20]1[N:21]([CH:25]([CH3:27])[CH3:26])[N:22]=[CH:23][N:24]=1)[N:13]=4)[CH2:51]2)=[O:46])([CH3:43])([CH3:41])[CH3:42]. The yield is 0.630.